From a dataset of TCR-epitope binding with 47,182 pairs between 192 epitopes and 23,139 TCRs. Binary Classification. Given a T-cell receptor sequence (or CDR3 region) and an epitope sequence, predict whether binding occurs between them. (1) The epitope is FLNRFTTTL. The TCR CDR3 sequence is CASSQDVSSGYYEQYF. Result: 1 (the TCR binds to the epitope). (2) Result: 0 (the TCR does not bind to the epitope). The epitope is VSFIEFVGW. The TCR CDR3 sequence is CAIGDRGNGYTF. (3) The epitope is NLSALGIFST. The TCR CDR3 sequence is CASSFSDFGNEQYF. Result: 1 (the TCR binds to the epitope). (4) The epitope is RIFTIGTVTLK. The TCR CDR3 sequence is CASTISGAYEQYF. Result: 0 (the TCR does not bind to the epitope).